This data is from Forward reaction prediction with 1.9M reactions from USPTO patents (1976-2016). The task is: Predict the product of the given reaction. (1) Given the reactants [Cl:1][C:2]1[C:7]([CH3:8])=[CH:6][N:5]=[C:4]([CH2:9]O)[C:3]=1[CH3:11].CN(C=O)C.S(Cl)([Cl:19])=O.C(O)C, predict the reaction product. The product is: [Cl-:1].[Cl:1][C:2]1[C:7]([CH3:8])=[CH:6][NH+:5]=[C:4]([CH2:9][Cl:19])[C:3]=1[CH3:11]. (2) Given the reactants [Cl:1][C:2]1[CH:21]=[CH:20][C:5]([O:6][C@@H:7]([C:14]2[CH:19]=[CH:18][CH:17]=[CH:16][CH:15]=2)[C@H:8]2[O:13][CH2:12][CH2:11][NH:10][CH2:9]2)=[C:4]([O:22][CH3:23])[CH:3]=1.[C:24]1([S:30]([OH:33])(=[O:32])=[O:31])[CH:29]=[CH:28][CH:27]=[CH:26][CH:25]=1, predict the reaction product. The product is: [C:24]1([S:30]([OH:33])(=[O:32])=[O:31])[CH:29]=[CH:28][CH:27]=[CH:26][CH:25]=1.[Cl:1][C:2]1[CH:21]=[CH:20][C:5]([O:6][C@@H:7]([C:14]2[CH:19]=[CH:18][CH:17]=[CH:16][CH:15]=2)[C@H:8]2[O:13][CH2:12][CH2:11][NH:10][CH2:9]2)=[C:4]([O:22][CH3:23])[CH:3]=1. (3) Given the reactants [NH2:1][C:2]1[C:6]2=[N:7][CH:8]=[C:9]([NH:11][C:12](=[O:18])[O:13][C:14]([CH3:17])([CH3:16])[CH3:15])[CH:10]=[C:5]2[O:4][N:3]=1.[C:19](Cl)(=[O:29])[C:20]1[C:21](=[CH:25][CH:26]=[CH:27][CH:28]=1)[C:22](Cl)=[O:23].C(N(CC)CC)C, predict the reaction product. The product is: [O:23]=[C:22]1[C:21]2[C:20](=[CH:28][CH:27]=[CH:26][CH:25]=2)[C:19](=[O:29])[N:1]1[C:2]1[C:6]2=[N:7][CH:8]=[C:9]([NH:11][C:12](=[O:18])[O:13][C:14]([CH3:15])([CH3:17])[CH3:16])[CH:10]=[C:5]2[O:4][N:3]=1. (4) Given the reactants [C:1]([O:5][C:6](=[O:49])[NH:7][CH:8]([C:21](=[O:48])[N:22]([CH:34]([C:36]1[NH:37][CH:38]=[C:39]([C:41]2[CH:46]=[CH:45][CH:44]=[CH:43][C:42]=2Br)[N:40]=1)[CH3:35])[CH2:23][C:24]1[CH:29]=[CH:28][C:27]([O:30][CH3:31])=[C:26]([O:32][CH3:33])[CH:25]=1)[CH2:9][C:10]1[C:15]([CH3:16])=[CH:14][C:13]([C:17](=[O:19])[NH2:18])=[CH:12][C:11]=1[CH3:20])([CH3:4])([CH3:3])[CH3:2].[CH3:50][N:51](C=O)C, predict the reaction product. The product is: [C:1]([O:5][C:6](=[O:49])[NH:7][CH:8]([C:21](=[O:48])[N:22]([CH:34]([C:36]1[NH:37][CH:38]=[C:39]([C:41]2[CH:46]=[CH:45][CH:44]=[CH:43][C:42]=2[C:50]#[N:51])[N:40]=1)[CH3:35])[CH2:23][C:24]1[CH:29]=[CH:28][C:27]([O:30][CH3:31])=[C:26]([O:32][CH3:33])[CH:25]=1)[CH2:9][C:10]1[C:15]([CH3:16])=[CH:14][C:13]([C:17](=[O:19])[NH2:18])=[CH:12][C:11]=1[CH3:20])([CH3:4])([CH3:3])[CH3:2]. (5) Given the reactants [C:1]([O:5][C:6](=[O:34])[NH:7][C:8]([C:10]1[S:11][C:12]([S:32][CH3:33])=[C:13]([S:15]([C:18]2[CH:19]=[C:20]([C:24]3[C:29]([CH3:30])=[CH:28][CH:27]=[CH:26][C:25]=3[NH2:31])[CH:21]=[CH:22][CH:23]=2)(=[O:17])=[O:16])[CH:14]=1)=[NH:9])([CH3:4])([CH3:3])[CH3:2].C1COCC1.[CH3:40][O:41][C:42](=[O:50])[CH2:43][CH2:44][CH2:45][CH2:46][C:47](Cl)=[O:48], predict the reaction product. The product is: [CH3:40][O:41][C:42](=[O:50])[CH2:43][CH2:44][CH2:45][CH2:46][C:47](=[O:48])[NH:31][C:25]1[CH:26]=[CH:27][CH:28]=[C:29]([CH3:30])[C:24]=1[C:20]1[CH:21]=[CH:22][CH:23]=[C:18]([S:15]([C:13]2[CH:14]=[C:10]([C:8]([NH:7][C:6]([O:5][C:1]([CH3:4])([CH3:3])[CH3:2])=[O:34])=[NH:9])[S:11][C:12]=2[S:32][CH3:33])(=[O:17])=[O:16])[CH:19]=1. (6) The product is: [F:1][C:2]1[CH:8]=[C:7]([C:12]#[C:11][CH2:10][O:13][CH3:14])[CH:6]=[CH:5][C:3]=1[NH2:4]. Given the reactants [F:1][C:2]1[CH:8]=[C:7](I)[CH:6]=[CH:5][C:3]=1[NH2:4].[CH2:10]([O:13][CH3:14])[C:11]#[CH:12], predict the reaction product. (7) Given the reactants Cl[C:2]1[C:3]2[CH:24]=[CH:23][N:22]=[C:21]([C:25]3[CH:30]=[CH:29][CH:28]=[C:27]([N+:31]([O-])=O)[CH:26]=3)[C:4]=2[N:5]=[C:6]([NH:8][C:9]2[CH:14]=[CH:13][C:12]([N:15]3[CH2:20][CH2:19][O:18][CH2:17][CH2:16]3)=[CH:11][CH:10]=2)[N:7]=1.CCN(C(C)C)C(C)C, predict the reaction product. The product is: [NH2:31][C:27]1[CH:26]=[C:25]([C:21]2[C:4]3[N:5]=[C:6]([NH:8][C:9]4[CH:10]=[CH:11][C:12]([N:15]5[CH2:16][CH2:17][O:18][CH2:19][CH2:20]5)=[CH:13][CH:14]=4)[N:7]=[CH:2][C:3]=3[CH:24]=[CH:23][N:22]=2)[CH:30]=[CH:29][CH:28]=1.